From a dataset of Peptide-MHC class I binding affinity with 185,985 pairs from IEDB/IMGT. Regression. Given a peptide amino acid sequence and an MHC pseudo amino acid sequence, predict their binding affinity value. This is MHC class I binding data. (1) The peptide sequence is TERQANFL. The MHC is HLA-A11:01 with pseudo-sequence HLA-A11:01. The binding affinity (normalized) is 0. (2) The binding affinity (normalized) is 0.0847. The MHC is HLA-A68:02 with pseudo-sequence HLA-A68:02. The peptide sequence is NLAAQTHLY. (3) The peptide sequence is EGGGNSSW. The MHC is Mamu-B52 with pseudo-sequence Mamu-B52. The binding affinity (normalized) is 0.337. (4) The peptide sequence is ELIKAMNHF. The MHC is HLA-A03:01 with pseudo-sequence HLA-A03:01. The binding affinity (normalized) is 0.0847. (5) The peptide sequence is RTLNAWVKL. The MHC is Mamu-B03 with pseudo-sequence Mamu-B03. The binding affinity (normalized) is 0.415. (6) The peptide sequence is AHPPNRRI. The MHC is Mamu-A01 with pseudo-sequence Mamu-A01. The binding affinity (normalized) is 0.0790. (7) The MHC is HLA-A02:16 with pseudo-sequence HLA-A02:16. The peptide sequence is LARFPCNVI. The binding affinity (normalized) is 0.0847.